Predict which catalyst facilitates the given reaction. From a dataset of Catalyst prediction with 721,799 reactions and 888 catalyst types from USPTO. (1) Reactant: [CH3:1][N:2]1[CH2:7][CH2:6][N:5]([CH2:8][CH2:9][CH2:10][O:11][C:12]2[CH:18]=[CH:17][C:15]([NH2:16])=[C:14]([N+:19]([O-])=O)[CH:13]=2)[CH2:4][CH2:3]1. Product: [CH3:1][N:2]1[CH2:7][CH2:6][N:5]([CH2:8][CH2:9][CH2:10][O:11][C:12]2[CH:13]=[C:14]([NH2:19])[C:15]([NH2:16])=[CH:17][CH:18]=2)[CH2:4][CH2:3]1. The catalyst class is: 63. (2) Reactant: [O:1]=[C:2]1[N:6]([C:7]2[CH:8]=[CH:9][C:10]3[O:11][CH2:12][C:13](=[O:17])[NH:14][C:15]=3[N:16]=2)[CH2:5][C@H:4]([CH2:18][CH2:19][CH:20]=[O:21])[O:3]1.[O-:22][Mn](=O)(=O)=O.[K+].S(=O)(O)[O-].[Na+]. Product: [O:1]=[C:2]1[N:6]([C:7]2[CH:8]=[CH:9][C:10]3[O:11][CH2:12][C:13](=[O:17])[NH:14][C:15]=3[N:16]=2)[CH2:5][C@H:4]([CH2:18][CH2:19][C:20]([OH:22])=[O:21])[O:3]1. The catalyst class is: 283. (3) Reactant: C([O:3][C:4](=[O:20])[CH2:5][N:6]1[C:14]2[C:9](=[C:10]([NH:15][C:16](=[O:18])[CH3:17])[CH:11]=[CH:12][CH:13]=2)[CH:8]=[C:7]1[CH3:19])C.[C:21]1([C:28]2[CH:33]=[CH:32][CH:31]=[CH:30][CH:29]=2)[CH:26]=[CH:25][C:24]([SH:27])=[CH:23][CH:22]=1.II.[OH-].[Na+].Cl. Product: [C:16]([NH:15][C:10]1[CH:11]=[CH:12][CH:13]=[C:14]2[C:9]=1[C:8]([S:27][C:24]1[CH:23]=[CH:22][C:21]([C:28]3[CH:33]=[CH:32][CH:31]=[CH:30][CH:29]=3)=[CH:26][CH:25]=1)=[C:7]([CH3:19])[N:6]2[CH2:5][C:4]([OH:3])=[O:20])(=[O:18])[CH3:17]. The catalyst class is: 18. (4) Reactant: C(OC([N:8]1[CH2:15][CH:14]2[CH:10]([CH2:11][N:12]([C:16]3[CH:17]=[N:18][C:19]([O:25][C:26]4[CH:31]=[CH:30][C:29]([O:32][C:33]5[CH:38]=[CH:37][CH:36]=[C:35]([F:39])[CH:34]=5)=[CH:28][CH:27]=4)=[C:20]([C:22](=[O:24])[NH2:23])[CH:21]=3)[CH2:13]2)[CH2:9]1)=O)(C)(C)C.Cl. Product: [F:39][C:35]1[CH:34]=[C:33]([CH:38]=[CH:37][CH:36]=1)[O:32][C:29]1[CH:30]=[CH:31][C:26]([O:25][C:19]2[N:18]=[CH:17][C:16]([N:12]3[CH2:11][CH:10]4[CH:14]([CH2:15][NH:8][CH2:9]4)[CH2:13]3)=[CH:21][C:20]=2[C:22]([NH2:23])=[O:24])=[CH:27][CH:28]=1. The catalyst class is: 135. (5) Reactant: [N:1]1[C:10]2[NH:9][CH2:8][CH2:7][CH2:6][C:5]=2[CH:4]=[CH:3][C:2]=1[CH2:11][CH2:12][O:13][C:14]1[CH:15]=[CH:16][C:17]([CH2:20][C@@H:21]([C:23]([O:25][CH3:26])=[O:24])[NH2:22])=[N:18][CH:19]=1.OP=O.CCN=C=NCCCN(C)C.[Cl:41][C:42]1[CH:50]=[CH:49][CH:48]=[CH:47][C:43]=1[C:44](O)=[O:45]. Product: [Cl:41][C:42]1[CH:50]=[CH:49][CH:48]=[CH:47][C:43]=1[C:44]([NH:22][C@H:21]([C:23]([O:25][CH3:26])=[O:24])[CH2:20][C:17]1[CH:16]=[CH:15][C:14]([O:13][CH2:12][CH2:11][C:2]2[CH:3]=[CH:4][C:5]3[CH2:6][CH2:7][CH2:8][NH:9][C:10]=3[N:1]=2)=[CH:19][N:18]=1)=[O:45]. The catalyst class is: 18. (6) Reactant: [F:1][C:2]([F:19])([F:18])[C:3]1[CH:8]=[CH:7][C:6]([C:9]2[C:10]([C:15]([OH:17])=O)=[CH:11][CH:12]=[CH:13][CH:14]=2)=[CH:5][CH:4]=1.C1C=CC2N(O)N=NC=2C=1.CCN=C=NCCCN(C)C.Cl.[N:42]1[CH:47]=[CH:46][CH:45]=[CH:44][C:43]=1[CH2:48][CH2:49][C:50]1[CH:55]=[CH:54][C:53]([NH2:56])=[CH:52][CH:51]=1. Product: [N:42]1[CH:47]=[CH:46][CH:45]=[CH:44][C:43]=1[CH2:48][CH2:49][C:50]1[CH:51]=[CH:52][C:53]([NH:56][C:15]([C:10]2[C:9]([C:6]3[CH:5]=[CH:4][C:3]([C:2]([F:1])([F:19])[F:18])=[CH:8][CH:7]=3)=[CH:14][CH:13]=[CH:12][CH:11]=2)=[O:17])=[CH:54][CH:55]=1. The catalyst class is: 255.